From a dataset of Forward reaction prediction with 1.9M reactions from USPTO patents (1976-2016). Predict the product of the given reaction. Given the reactants [NH2:1][C:2]1[CH:7]=[CH:6][C:5]([C:8]2[N:12]([CH3:13])[C:11]([C:14]#[N:15])=[CH:10][CH:9]=2)=[CH:4][CH:3]=1.[CH2:16]([S:20](Cl)(=[O:22])=[O:21])[CH2:17][CH2:18][CH3:19], predict the reaction product. The product is: [C:14]([C:11]1[N:12]([CH3:13])[C:8]([C:5]2[CH:6]=[CH:7][C:2]([NH:1][S:20]([CH2:16][CH2:17][CH2:18][CH3:19])(=[O:22])=[O:21])=[CH:3][CH:4]=2)=[CH:9][CH:10]=1)#[N:15].